Predict which catalyst facilitates the given reaction. From a dataset of Catalyst prediction with 721,799 reactions and 888 catalyst types from USPTO. (1) Reactant: [CH3:1][O:2][C:3]1[C:8]2[NH:9][C:10]([C:12]3[S:13][CH:14]=[CH:15][CH:16]=3)=[N:11][C:7]=2[C:6]([C:17]([O-:19])=O)=[CH:5][CH:4]=1.[H-].[Na+].Cl[C:23]1[CH:31]=[CH:30][C:26]([C:27]([NH2:29])=[O:28])=[CH:25][N:24]=1. Product: [C:27]([C:26]1[CH:30]=[CH:31][C:23]([O:2][CH2:3][CH2:8][NH:9][C:17]([C:6]2[C:7]3[N:11]=[C:10]([C:12]4[S:13][CH:14]=[CH:15][CH:16]=4)[NH:9][C:8]=3[C:3]([O:2][CH3:1])=[CH:4][CH:5]=2)=[O:19])=[N:24][CH:25]=1)(=[O:28])[NH2:29]. The catalyst class is: 3. (2) Product: [CH2:7]([O:8][C:9](=[O:10])[NH:11][C@H:12]([C:19](=[O:21])[N:36]([O:37][CH3:38])[CH3:35])[C:13]1[CH:14]=[CH:15][CH:16]=[CH:17][CH:18]=1)[C:4]1[CH:3]=[CH:2][CH:1]=[CH:6][CH:5]=1. The catalyst class is: 317. Reactant: [CH:1]1[CH:6]=[CH:5][C:4]([CH2:7][O:8][C:9]([NH:11][C@H:12]([C:19]([OH:21])=O)[C:13]2[CH:18]=[CH:17][CH:16]=[CH:15][CH:14]=2)=[O:10])=[CH:3][CH:2]=1.C(N1C=CN=C1)(N1C=CN=C1)=O.Cl.[CH3:35][NH:36][O:37][CH3:38].[Cl-].[NH4+].